Task: Predict the reactants needed to synthesize the given product.. Dataset: Full USPTO retrosynthesis dataset with 1.9M reactions from patents (1976-2016) (1) Given the product [F:25][C:24]([F:27])([F:26])[S:21]([O:11][C:3]1[N:2]=[N:1][C:6]2[O:7][CH2:8][CH2:9][CH2:10][C:5]=2[CH:4]=1)(=[O:23])=[O:22], predict the reactants needed to synthesize it. The reactants are: [N:1]1[NH:2][C:3](=[O:11])[CH:4]=[C:5]2[CH2:10][CH2:9][CH2:8][O:7][C:6]=12.[H-].[Na+].C1C=CC(N([S:21]([C:24]([F:27])([F:26])[F:25])(=[O:23])=[O:22])[S:21]([C:24]([F:27])([F:26])[F:25])(=[O:23])=[O:22])=CC=1. (2) Given the product [CH3:22][C:21]1[C:29]([CH3:34])=[CH:30][C:31]([CH3:33])=[CH:32][C:20]=1[CH2:19][C:5]1[CH:6]=[C:2]([NH:1][CH:8]=[C:9]2[C:17]3[C:12](=[CH:13][CH:14]=[CH:15][CH:16]=3)[NH:11][C:10]2=[O:18])[NH:3][N:4]=1, predict the reactants needed to synthesize it. The reactants are: [NH2:1][C:2]1[CH:6]=[CH:5][NH:4][N:3]=1.O/[CH:8]=[C:9]1\[C:10](=[O:18])[NH:11][C:12]2[C:17]\1=[CH:16][CH:15]=[CH:14][CH:13]=2.[CH3:19][C:20]1[CH:32]=[C:31]([CH3:33])[CH:30]=[C:29]([CH3:34])[C:21]=1[CH2:22]C1C=C(N)NN=1. (3) Given the product [CH:1]1([N:4]([CH2:18][CH2:19][O:20][CH2:21][C:22]([N:67]2[CH2:66][CH2:65][C:64]([N:61]3[CH2:62][CH2:63][N:58]([CH:55]4[CH2:56][CH2:57]4)[CH2:59][CH2:60]3)([CH2:70][N:71]3[CH2:79][C:78]4[C:73](=[CH:74][CH:75]=[CH:76][CH:77]=4)[C:72]3=[O:80])[CH2:69][CH2:68]2)=[O:23])[S:5]([C:8]2[C:9]([CH3:17])=[CH:10][C:11]([O:15][CH3:16])=[CH:12][C:13]=2[CH3:14])(=[O:7])=[O:6])[CH2:2][CH2:3]1, predict the reactants needed to synthesize it. The reactants are: [CH:1]1([N:4]([CH2:18][CH2:19][O:20][CH2:21][C:22](O)=[O:23])[S:5]([C:8]2[C:13]([CH3:14])=[CH:12][C:11]([O:15][CH3:16])=[CH:10][C:9]=2[CH3:17])(=[O:7])=[O:6])[CH2:3][CH2:2]1.C(N(C(C)C)CC)(C)C.C1C=CC2N(O)N=NC=2C=1.CCN=C=NCCCN(C)C.[CH:55]1([N:58]2[CH2:63][CH2:62][N:61]([C:64]3([CH2:70][N:71]4[CH2:79][C:78]5[C:73](=[CH:74][CH:75]=[CH:76][CH:77]=5)[C:72]4=[O:80])[CH2:69][CH2:68][NH:67][CH2:66][CH2:65]3)[CH2:60][CH2:59]2)[CH2:57][CH2:56]1. (4) Given the product [Br:13][C:10]1[CH:11]=[CH:12][C:7]([Si:16]([CH3:19])([CH3:18])[CH3:17])=[C:8]([F:14])[CH:9]=1, predict the reactants needed to synthesize it. The reactants are: C([Li])CCC.Br[C:7]1[CH:12]=[CH:11][C:10]([Br:13])=[CH:9][C:8]=1[F:14].Cl[Si:16]([CH3:19])([CH3:18])[CH3:17].C(=O)=O.CC(C)=O.